Dataset: TCR-epitope binding with 47,182 pairs between 192 epitopes and 23,139 TCRs. Task: Binary Classification. Given a T-cell receptor sequence (or CDR3 region) and an epitope sequence, predict whether binding occurs between them. (1) The epitope is GLCTLVAML. The TCR CDR3 sequence is CAIMIGTEAFF. Result: 1 (the TCR binds to the epitope). (2) The epitope is VTEHDTLLY. The TCR CDR3 sequence is CASSAAGALGYTF. Result: 1 (the TCR binds to the epitope). (3) The epitope is ILHCANFNV. The TCR CDR3 sequence is CASSYSGTGSNTEAFF. Result: 1 (the TCR binds to the epitope). (4) The epitope is CINGVCWTV. The TCR CDR3 sequence is CASSYRLAANEQFF. Result: 0 (the TCR does not bind to the epitope). (5) The epitope is IYSKHTPINL. The TCR CDR3 sequence is CASSHRGQETQYF. Result: 1 (the TCR binds to the epitope). (6) The epitope is KTSVDCTMYI. The TCR CDR3 sequence is CASGDLGYEQYF. Result: 0 (the TCR does not bind to the epitope). (7) The epitope is MPASWVMRI. The TCR CDR3 sequence is CASSLTGMETQYF. Result: 1 (the TCR binds to the epitope).